From a dataset of Reaction yield outcomes from USPTO patents with 853,638 reactions. Predict the reaction yield, written as a fraction of the theoretical maximum amount of product (1.0 means a 100% yield; for example, 0.34 means a 34% yield). (1) The reactants are C[Si]([N-][Si](C)(C)C)(C)C.[Li+].[C:11]1([CH:17]([CH3:22])[C:18]([O:20][CH3:21])=[O:19])[CH:16]=[CH:15][CH:14]=[CH:13][CH:12]=1.CN(C)P(=O)(N(C)C)N(C)C.Br[CH2:35][CH:36]1[CH2:40][CH2:39][CH2:38][CH2:37]1. The catalyst is O1CCCC1. The product is [CH:36]1([CH2:35][C:17]([CH3:22])([C:11]2[CH:16]=[CH:15][CH:14]=[CH:13][CH:12]=2)[C:18]([O:20][CH3:21])=[O:19])[CH2:40][CH2:39][CH2:38][CH2:37]1. The yield is 0.920. (2) The reactants are [C:1]([O:5][C@@H:6]([C:11]1[C:40]([CH3:41])=[CH:39][C:38]2=[N:42][C:35]3=[CH:36][N:37]2[C:12]=1[N:13]1[CH2:48][CH2:47][C:16]([CH3:49])([O:17][CH2:18][CH2:19][CH2:20][CH2:21][C@H:22]([CH3:46])[O:23][C:24]2[CH:25]=[C:26]([F:45])[CH:27]=[C:28]([F:44])[C:29]=2[C:30]2[CH:43]=[C:34]3[CH:33]=[CH:32][CH:31]=2)[CH2:15][CH2:14]1)[C:7]([O:9]C)=[O:8])([CH3:4])([CH3:3])[CH3:2].C(O[C@@H](C1C(C)=CC2=NC3=CN2C=1N1CCC(C)(OCCCC[C@H](C)OC2C=CC(C)=CC=2C2C=C3C=CC=2)CC1)C(O)=O)(C)(C)C. No catalyst specified. The product is [C:1]([O:5][C@@H:6]([C:11]1[C:40]([CH3:41])=[CH:39][C:38]2=[N:42][C:35]3=[CH:36][N:37]2[C:12]=1[N:13]1[CH2:14][CH2:15][C:16]([CH3:49])([O:17][CH2:18][CH2:19][CH2:20][CH2:21][C@H:22]([CH3:46])[O:23][C:24]2[CH:25]=[C:26]([F:45])[CH:27]=[C:28]([F:44])[C:29]=2[C:30]2[CH:43]=[C:34]3[CH:33]=[CH:32][CH:31]=2)[CH2:47][CH2:48]1)[C:7]([OH:9])=[O:8])([CH3:4])([CH3:2])[CH3:3]. The yield is 0.490. (3) The reactants are [CH2:1]([Mg]Cl)[CH2:2][CH3:3].Cl[C:7]1[CH:8]=[C:9]([CH:14]=[CH:15][N:16]=1)[C:10]([O:12][CH3:13])=[O:11].CN1C(=O)CCC1. The catalyst is C1COCC1.CC(OC)(C)C. The product is [CH2:1]([C:7]1[CH:8]=[C:9]([CH:14]=[CH:15][N:16]=1)[C:10]([O:12][CH3:13])=[O:11])[CH2:2][CH3:3]. The yield is 0.460. (4) The reactants are [NH2:1][C:2]1[CH:31]=[CH:30][C:5]([O:6][C:7]2[CH:12]=[CH:11][N:10]=[C:9]3[CH:13]=[C:14]([C:16]4[N:21]=[CH:20][C:19]([CH2:22][N:23]5[CH2:28][CH2:27][O:26][CH2:25][C:24]5=[O:29])=[CH:18][CH:17]=4)[S:15][C:8]=23)=[C:4]([F:32])[CH:3]=1.ClC(Cl)(O[C:37](=[O:43])OC(Cl)(Cl)Cl)Cl.[CH:45]1([NH2:48])[CH2:47][CH2:46]1. The catalyst is C1COCC1.C(Cl)Cl. The product is [CH:45]1([NH:48][C:37]([NH:1][C:2]2[CH:31]=[CH:30][C:5]([O:6][C:7]3[CH:12]=[CH:11][N:10]=[C:9]4[CH:13]=[C:14]([C:16]5[CH:17]=[CH:18][C:19]([CH2:22][N:23]6[CH2:28][CH2:27][O:26][CH2:25][C:24]6=[O:29])=[CH:20][N:21]=5)[S:15][C:8]=34)=[C:4]([F:32])[CH:3]=2)=[O:43])[CH2:47][CH2:46]1. The yield is 0.230. (5) The reactants are [O:1]1[CH2:5][CH2:4][CH2:3][C@H:2]1[C:6]([OH:8])=O.CCN=C=NCCCN(C)C.Cl.C1C=CC2N(O)[N:28]=[N:27]C=2C=1.O.NN. The catalyst is ClCCl. The product is [O:1]1[CH2:5][CH2:4][CH2:3][C@H:2]1[C:6]([NH:27][NH2:28])=[O:8]. The yield is 0.800.